This data is from Full USPTO retrosynthesis dataset with 1.9M reactions from patents (1976-2016). The task is: Predict the reactants needed to synthesize the given product. (1) Given the product [Cl:1][C:2]1[C:7]([C:8]2[C:9]([F:16])=[CH:10][C:11]([F:15])=[CH:12][C:13]=2[F:14])=[C:6]([NH:17][C@@H:18]([CH3:23])[C:19]([F:20])([F:21])[F:22])[N:5]=[C:4]([C:24]([NH2:25])=[O:27])[N:3]=1, predict the reactants needed to synthesize it. The reactants are: [Cl:1][C:2]1[C:7]([C:8]2[C:13]([F:14])=[CH:12][C:11]([F:15])=[CH:10][C:9]=2[F:16])=[C:6]([NH:17][C@@H:18]([CH3:23])[C:19]([F:22])([F:21])[F:20])[N:5]=[C:4]([C:24]#[N:25])[N:3]=1.C([O-])([O-])=[O:27].[K+].[K+].OO.O. (2) Given the product [C:1]([C:5]1[CH:10]=[C:9]2[C:8]([CH2:11][CH2:12][CH:13]2[C:15]2[N:16]=[CH:17][NH:18][CH:19]=2)=[CH:7][CH:6]=1)([CH3:4])([CH3:3])[CH3:2], predict the reactants needed to synthesize it. The reactants are: [C:1]([C:5]1[CH:10]=[CH:9][C:8]([CH2:11][CH2:12][CH:13]([C:15]2[N:16]=[CH:17][NH:18][CH:19]=2)O)=[CH:7][CH:6]=1)([CH3:4])([CH3:3])[CH3:2].